From a dataset of Catalyst prediction with 721,799 reactions and 888 catalyst types from USPTO. Predict which catalyst facilitates the given reaction. Reactant: [NH2:1][C:2]1[N:7]=[C:6]2[O:8][C:9]3[C:14]([CH2:15][C:5]2=[C:4]([NH2:19])[C:3]=1[C:20]#[N:21])=[CH:13][C:12]([N+:16]([O-])=O)=[CH:11][CH:10]=3. Product: [NH2:1][C:2]1[N:7]=[C:6]2[O:8][C:9]3[C:14]([CH2:15][C:5]2=[C:4]([NH2:19])[C:3]=1[C:20]#[N:21])=[CH:13][C:12]([NH2:16])=[CH:11][CH:10]=3. The catalyst class is: 394.